This data is from Catalyst prediction with 721,799 reactions and 888 catalyst types from USPTO. The task is: Predict which catalyst facilitates the given reaction. (1) Reactant: [NH2:1][C:2]1[C:11]([F:12])=[C:10](F)[CH:9]=[C:8]2[C:3]=1[C:4](=[O:23])[C:5]([C:20]([OH:22])=[O:21])=[CH:6][N:7]2[CH:14]1[CH2:19][CH2:18][O:17][CH2:16][CH2:15]1.[N:24]1[CH:29]=[CH:28][CH:27]=[CH:26][C:25]=1[NH:30][CH2:31][CH2:32][NH2:33].C(N(CC)CC)C. Product: [NH2:1][C:2]1[C:11]([F:12])=[C:10]([NH:33][CH2:32][CH2:31][NH:30][C:25]2[CH:26]=[CH:27][CH:28]=[CH:29][N:24]=2)[CH:9]=[C:8]2[C:3]=1[C:4](=[O:23])[C:5]([C:20]([OH:22])=[O:21])=[CH:6][N:7]2[CH:14]1[CH2:15][CH2:16][O:17][CH2:18][CH2:19]1. The catalyst class is: 16. (2) Reactant: [C:1]([N:9]=[C:10]=[S:11])(=[O:8])[C:2]1[CH:7]=[CH:6][CH:5]=[CH:4][CH:3]=1.[NH2:12][C:13]1([C:27]2[CH:32]=[CH:31][CH:30]=[CH:29][CH:28]=2)[CH:17]([CH2:18][OH:19])[CH2:16][N:15]([C:20]([O:22][C:23]([CH3:26])([CH3:25])[CH3:24])=[O:21])[CH2:14]1.C(=O)(O)[O-].[Na+].ClCCl. Product: [C:1]([NH:9][C:10]([NH:12][C:13]1([C:27]2[CH:32]=[CH:31][CH:30]=[CH:29][CH:28]=2)[CH:17]([CH2:18][OH:19])[CH2:16][N:15]([C:20]([O:22][C:23]([CH3:26])([CH3:24])[CH3:25])=[O:21])[CH2:14]1)=[S:11])(=[O:8])[C:2]1[CH:7]=[CH:6][CH:5]=[CH:4][CH:3]=1. The catalyst class is: 7. (3) Reactant: [CH:1]([C:4]1[CH:12]=[CH:11][C:10]2[NH:9][C:8]3[CH2:13][CH2:14][N:15]([CH3:17])[CH2:16][C:7]=3[C:6]=2[CH:5]=1)([CH3:3])[CH3:2].[OH-].[K+].[CH3:20][C:21]1[CH:26]=[N:25][C:24]([CH:27]=[CH2:28])=[CH:23][N:22]=1. Product: [CH:1]([C:4]1[CH:12]=[CH:11][C:10]2[N:9]([CH2:28][CH2:27][C:24]3[CH:23]=[N:22][C:21]([CH3:20])=[CH:26][N:25]=3)[C:8]3[CH2:13][CH2:14][N:15]([CH3:17])[CH2:16][C:7]=3[C:6]=2[CH:5]=1)([CH3:3])[CH3:2]. The catalyst class is: 264.